From a dataset of CYP2C9 inhibition data for predicting drug metabolism from PubChem BioAssay. Regression/Classification. Given a drug SMILES string, predict its absorption, distribution, metabolism, or excretion properties. Task type varies by dataset: regression for continuous measurements (e.g., permeability, clearance, half-life) or binary classification for categorical outcomes (e.g., BBB penetration, CYP inhibition). Dataset: cyp2c9_veith. (1) The molecule is Cc1ccc(-c2cc(C(=O)N3CCN(c4ccc(F)cc4)CC3)c3ccccc3n2)o1. The result is 1 (inhibitor). (2) The molecule is Cc1cc(C(=O)NNCc2ccccc2)no1. The result is 0 (non-inhibitor). (3) The molecule is CC(Oc1ccc(-c2ccccc2)c(F)c1)c1ccn(S(=O)(=O)c2ccc(Cl)cc2)n1. The result is 1 (inhibitor). (4) The drug is O=C(Nc1ccccc1)N1CCCC2(CCN(C(=O)c3cc(C(F)(F)F)cc(C(F)(F)F)c3)CC2)C1. The result is 0 (non-inhibitor). (5) The molecule is CC(C)=CCC/C(C)=C/CO/N=C1/C[C@@H](O)[C@@H](O)[C@@H]2[C@@H]3C(=O)N(C[C@@H]4CCCO4)C(=O)[C@H]3CC[C@@H]12. The result is 0 (non-inhibitor). (6) The molecule is COc1cc2c(cc1OC)[C@]13CCN4CC5=CCO[C@H](CC(=O)O)[C@H]([C@H]5C[C@H]41)[C@H]3N2. The result is 0 (non-inhibitor). (7) The result is 1 (inhibitor). The compound is O=C(Nc1ccccc1N1CCOCC1)c1cnccn1. (8) The molecule is CSc1ccccc1NC(=O)CSCc1ccc(C)cc1. The result is 1 (inhibitor).